Dataset: hERG potassium channel inhibition data for cardiac toxicity prediction from Karim et al.. Task: Regression/Classification. Given a drug SMILES string, predict its toxicity properties. Task type varies by dataset: regression for continuous values (e.g., LD50, hERG inhibition percentage) or binary classification for toxic/non-toxic outcomes (e.g., AMES mutagenicity, cardiotoxicity, hepatotoxicity). Dataset: herg_karim. The molecule is Cc1noc(C2=CC3(CCN(CC4CCCO4)CC3)c3ccccc32)n1. The result is 1 (blocker).